From a dataset of Reaction yield outcomes from USPTO patents with 853,638 reactions. Predict the reaction yield, written as a fraction of the theoretical maximum amount of product (1.0 means a 100% yield; for example, 0.34 means a 34% yield). (1) The reactants are [NH2:1][C:2]1[CH:7]=[CH:6][CH:5]=[CH:4][C:3]=1[C:8]1[NH:9][C:10]2[C:15]([CH:16]=1)=[CH:14][CH:13]=[CH:12][CH:11]=2.[CH2:17]1[O:21][C:20]2[CH:22]=[C:23]([CH2:26][C:27](O)=[O:28])[CH:24]=[CH:25][C:19]=2[O:18]1. No catalyst specified. The product is [O:18]1[C:19]2[CH:25]=[CH:24][C:23]([CH2:26][C:27]([NH:1][C:2]3[CH:7]=[CH:6][CH:5]=[CH:4][C:3]=3[C:8]3[NH:9][C:10]4[C:15]([CH:16]=3)=[CH:14][CH:13]=[CH:12][CH:11]=4)=[O:28])=[CH:22][C:20]=2[O:21][CH2:17]1. The yield is 0.550. (2) The reactants are [N+:1]([C:4]1[CH:5]=[C:6]2[C:10](=[CH:11][CH:12]=1)[NH:9][CH:8]=[CH:7]2)([O-:3])=[O:2].[C:13]1(=[O:19])[CH2:18][CH2:17][CH2:16][CH:15]=[CH:14]1. The catalyst is CC#N. The product is [N+:1]([C:4]1[CH:5]=[C:6]2[C:10](=[CH:11][CH:12]=1)[NH:9][CH:8]=[C:7]2[CH:15]1[CH2:16][CH2:17][CH2:18][C:13](=[O:19])[CH2:14]1)([O-:3])=[O:2]. The yield is 0.410.